This data is from Catalyst prediction with 721,799 reactions and 888 catalyst types from USPTO. The task is: Predict which catalyst facilitates the given reaction. Reactant: [NH2:1][C:2]1[CH:7]=[CH:6][C:5]([CH3:8])=[CH:4][CH:3]=1.C1(P(C2C=CC=CC=2)C2C=CC3C(=CC=CC=3)C=2C2C3C(=CC=CC=3)C=CC=2P(C2C=CC=CC=2)C2C=CC=CC=2)C=CC=CC=1.CC(C)([O-])C.[Na+].Br[C:62]1[C:67]([F:68])=[CH:66][CH:65]=[CH:64][C:63]=1[Cl:69].Cl. Product: [Cl:69][C:63]1[CH:64]=[CH:65][CH:66]=[C:67]([F:68])[C:62]=1[NH:1][C:2]1[CH:7]=[CH:6][C:5]([CH3:8])=[CH:4][CH:3]=1. The catalyst class is: 491.